Dataset: Reaction yield outcomes from USPTO patents with 853,638 reactions. Task: Predict the reaction yield, written as a fraction of the theoretical maximum amount of product (1.0 means a 100% yield; for example, 0.34 means a 34% yield). (1) The reactants are ClC[C:3]([O:5][C:6](=[O:9])[CH2:7][Cl:8])=[O:4].[CH2:10]=[O:11].[CH2:12]([Cl:14])Cl. The catalyst is S(=O)(=O)(O)O. The product is [Cl:8][CH2:7][C:6]([O:5][CH2:3][O:4][C:10](=[O:11])[CH2:12][Cl:14])=[O:9]. The yield is 0.570. (2) The reactants are Cl.Br[CH2:3][C:4]1[CH:9]=[CH:8][N:7]=[CH:6][CH:5]=1.C(=O)([O-])[O-].[K+].[K+].[Br:16][C:17]1[CH:22]=[CH:21][C:20]([SH:23])=[CH:19][CH:18]=1.C(OCC)(=O)C. The catalyst is C1COCC1.O. The product is [Br:16][C:17]1[CH:22]=[CH:21][C:20]([S:23][CH2:3][C:4]2[CH:9]=[CH:8][N:7]=[CH:6][CH:5]=2)=[CH:19][CH:18]=1. The yield is 0.820. (3) The yield is 0.650. The reactants are [Cl:1][C:2]1[CH:9]=[C:8]([OH:10])[CH:7]=[CH:6][C:3]=1[C:4]#[N:5].OS(C(F)(F)F)(=O)=O.C1C(=O)N([Br:26])C(=O)C1. The catalyst is CC#N. The product is [Br:26][C:7]1[C:8]([OH:10])=[CH:9][C:2]([Cl:1])=[C:3]([CH:6]=1)[C:4]#[N:5]. (4) The reactants are [CH3:1][CH:2]1[C:6](=O)[CH2:5][CH2:4][C:3]1=[O:8].[CH2:9]([C:16]1[N:17]=[N:18][N:19]([C:21]2[CH:27]=[CH:26][C:24]([NH2:25])=[CH:23][CH:22]=2)[CH:20]=1)[C:10]1[CH:15]=[CH:14][CH:13]=[CH:12][CH:11]=1.C(O)(=O)C. No catalyst specified. The product is [CH2:9]([C:16]1[N:17]=[N:18][N:19]([C:21]2[CH:22]=[CH:23][C:24]([NH:25][C:6]3[CH2:5][CH2:4][C:3](=[O:8])[C:2]=3[CH3:1])=[CH:26][CH:27]=2)[CH:20]=1)[C:10]1[CH:15]=[CH:14][CH:13]=[CH:12][CH:11]=1. The yield is 0.550. (5) The reactants are [NH2:1][C:2]1[C:7]([F:8])=[CH:6][C:5]([Br:9])=[CH:4][C:3]=1[CH2:10][OH:11]. The catalyst is ClCCl.[O-2].[Mn+2]. The product is [NH2:1][C:2]1[C:7]([F:8])=[CH:6][C:5]([Br:9])=[CH:4][C:3]=1[CH:10]=[O:11]. The yield is 0.850. (6) The reactants are Br[C:2]1[CH:23]=[CH:22][C:5]2[S:6][C:7]([CH2:9][CH:10]3[CH2:14][CH2:13][N:12]([CH:15]4[CH2:20][CH2:19][CH2:18][CH2:17][CH2:16]4)[C:11]3=[O:21])=[CH:8][C:4]=2[CH:3]=1.[F:24][C:25]1[CH:30]=[C:29](B(O)O)[CH:28]=[CH:27][N:26]=1.[Li+].[Cl-].C([O-])([O-])=O.[Na+].[Na+]. The catalyst is C1C=CC([P]([Pd]([P](C2C=CC=CC=2)(C2C=CC=CC=2)C2C=CC=CC=2)([P](C2C=CC=CC=2)(C2C=CC=CC=2)C2C=CC=CC=2)[P](C2C=CC=CC=2)(C2C=CC=CC=2)C2C=CC=CC=2)(C2C=CC=CC=2)C2C=CC=CC=2)=CC=1.O.O1CCOCC1. The product is [CH:15]1([N:12]2[CH2:13][CH2:14][CH:10]([CH2:9][C:7]3[S:6][C:5]4[CH:22]=[CH:23][C:2]([C:29]5[CH:28]=[CH:27][N:26]=[C:25]([F:24])[CH:30]=5)=[CH:3][C:4]=4[CH:8]=3)[C:11]2=[O:21])[CH2:20][CH2:19][CH2:18][CH2:17][CH2:16]1. The yield is 0.580. (7) The catalyst is C1COCC1.CO. The product is [OH:33][NH:35][C:23]([C:21]1[CH:20]=[CH:19][C:17]2[CH2:18][N:12]([C:10]([NH:9][C:6]3[CH:7]=[CH:8][C:3]([O:2][CH3:1])=[CH:4][CH:5]=3)=[O:11])[CH2:13][C@@H:14]([C:27]3[CH:32]=[CH:31][CH:30]=[CH:29][CH:28]=3)[O:15][C:16]=2[CH:22]=1)=[O:24]. The reactants are [CH3:1][O:2][C:3]1[CH:8]=[CH:7][C:6]([NH:9][C:10]([N:12]2[CH2:18][C:17]3[CH:19]=[CH:20][C:21]([C:23](OC)=[O:24])=[CH:22][C:16]=3[O:15][C@H:14]([C:27]3[CH:32]=[CH:31][CH:30]=[CH:29][CH:28]=3)[CH2:13]2)=[O:11])=[CH:5][CH:4]=1.[OH-:33].[Na+].[NH2:35]O. The yield is 0.460.